From a dataset of Catalyst prediction with 721,799 reactions and 888 catalyst types from USPTO. Predict which catalyst facilitates the given reaction. (1) Reactant: [C:1]1([C:7](=O)[CH2:8][CH2:9][CH:10]=[CH2:11])[CH:6]=[CH:5][CH:4]=[CH:3][CH:2]=1.[CH:13]1([Mg]Cl)[CH:17]=[CH:16][CH:15]=[CH:14]1.[Cl-].[NH4+].Cl. Product: [C:1]1([C:7]([CH2:8][CH2:9][CH:10]=[CH2:11])=[C:13]2[CH:17]=[CH:16][CH:15]=[CH:14]2)[CH:6]=[CH:5][CH:4]=[CH:3][CH:2]=1. The catalyst class is: 90. (2) Reactant: [O:1]1[C:6]2[CH:7]=[CH:8][C:9]([S:11][C:12]3[CH:17]=[CH:16][C:15](/[CH:18]=[CH:19]/[C:20]([N:22]4[CH2:27][CH2:26][CH:25]([C:28]([O:30]CC)=[O:29])[CH2:24][CH2:23]4)=[O:21])=[C:14]([Cl:33])[C:13]=3[Cl:34])=[CH:10][C:5]=2[O:4][CH2:3][CH2:2]1.[OH-].[K+].[OH-].[Na+]. Product: [O:1]1[C:6]2[CH:7]=[CH:8][C:9]([S:11][C:12]3[CH:17]=[CH:16][C:15](/[CH:18]=[CH:19]/[C:20]([N:22]4[CH2:27][CH2:26][CH:25]([C:28]([OH:30])=[O:29])[CH2:24][CH2:23]4)=[O:21])=[C:14]([Cl:33])[C:13]=3[Cl:34])=[CH:10][C:5]=2[O:4][CH2:3][CH2:2]1. The catalyst class is: 28.